Regression. Given a peptide amino acid sequence and an MHC pseudo amino acid sequence, predict their binding affinity value. This is MHC class I binding data. From a dataset of Peptide-MHC class I binding affinity with 185,985 pairs from IEDB/IMGT. (1) The peptide sequence is VCFWSTLFY. The MHC is HLA-A33:01 with pseudo-sequence HLA-A33:01. The binding affinity (normalized) is 0. (2) The peptide sequence is LPSCPTNFCIF. The MHC is HLA-A11:01 with pseudo-sequence HLA-A11:01. The binding affinity (normalized) is 0.0847. (3) The peptide sequence is QVKELGIAI. The MHC is HLA-A02:03 with pseudo-sequence HLA-A02:03. The binding affinity (normalized) is 0.373. (4) The peptide sequence is PCPKPHRLNH. The MHC is HLA-A33:01 with pseudo-sequence HLA-A33:01. The binding affinity (normalized) is 0. (5) The peptide sequence is NTCDGNTFTY. The MHC is HLA-A24:02 with pseudo-sequence HLA-A24:02. The binding affinity (normalized) is 0.200. (6) The peptide sequence is GLISCVINFV. The MHC is H-2-Db with pseudo-sequence H-2-Db. The binding affinity (normalized) is 0. (7) The binding affinity (normalized) is 0.370. The MHC is HLA-A02:02 with pseudo-sequence HLA-A02:02. The peptide sequence is LTFGWCFKLV. (8) The peptide sequence is SDYLELDTN. The MHC is Patr-B2401 with pseudo-sequence Patr-B2401. The binding affinity (normalized) is 0.209. (9) The peptide sequence is ILSPFLPL. The MHC is H-2-Ld with pseudo-sequence H-2-Ld. The binding affinity (normalized) is 0.106. (10) The peptide sequence is ELVNQIIEQL. The MHC is HLA-A11:01 with pseudo-sequence HLA-A11:01. The binding affinity (normalized) is 0.0492.